From a dataset of Forward reaction prediction with 1.9M reactions from USPTO patents (1976-2016). Predict the product of the given reaction. (1) Given the reactants [F:1][C:2]1[CH:7]=[CH:6][C:5]([CH2:8][C:9]2[CH:18]=[C:17]3[C:12]([C:13]([OH:25])=[C:14]([C:20]([O:22]CC)=O)[C:15](=[O:19])[NH:16]3)=[N:11][CH:10]=2)=[CH:4][CH:3]=1.[OH-].[NH4+:27], predict the reaction product. The product is: [F:1][C:2]1[CH:3]=[CH:4][C:5]([CH2:8][C:9]2[CH:18]=[C:17]3[C:12]([C:13]([OH:25])=[C:14]([C:20]([NH2:27])=[O:22])[C:15](=[O:19])[NH:16]3)=[N:11][CH:10]=2)=[CH:6][CH:7]=1. (2) Given the reactants [C:1]1([CH:7]([NH:9][CH2:10][CH2:11][CH2:12][OH:13])[CH3:8])[CH:6]=C[CH:4]=[CH:3][CH:2]=1.[P:14](Cl)(Cl)([Cl:16])=[O:15], predict the reaction product. The product is: [Cl:16][P:14]1(=[O:15])[N:9]([CH:7]([CH3:8])[C:1]([CH3:6])=[CH:2][CH:3]=[CH2:4])[CH2:10][CH2:11][CH2:12][O:13]1. (3) Given the reactants [Cl:1][C:2]1[CH:7]=[CH:6][C:5]([C:8]2[CH:13]=[N:12][N:11]3[C:14](=[O:17])[NH:15][N:16]=[C:10]3[C:9]=2[C:18]2[CH:23]=[CH:22][C:21]([Cl:24])=[CH:20][CH:19]=2)=[CH:4][CH:3]=1.[O:25]1[CH:28]([CH3:29])[C:26]1([CH3:30])[CH3:27].C([O-])([O-])=O.[K+].[K+], predict the reaction product. The product is: [Cl:1][C:2]1[CH:7]=[CH:6][C:5]([C:8]2[CH:13]=[N:12][N:11]3[C:14](=[O:17])[N:15]([CH:28]([C:26]([OH:25])([CH3:30])[CH3:27])[CH3:29])[N:16]=[C:10]3[C:9]=2[C:18]2[CH:23]=[CH:22][C:21]([Cl:24])=[CH:20][CH:19]=2)=[CH:4][CH:3]=1. (4) Given the reactants [F:1][C:2]1[CH:3]=[N:4][C:5]2[C:10]([C:11]=1[CH2:12][CH2:13][C:14]13[CH2:21][CH2:20][C:17]([NH:22][C:23](=[O:29])[O:24][C:25]([CH3:28])([CH3:27])[CH3:26])([CH2:18][CH2:19]1)[CH2:16][O:15]3)=[N:9][C:8]([OH:30])=[CH:7][CH:6]=2.Br[CH2:32][C:33]1([C:36]([O:38][CH3:39])=[O:37])[CH2:35][CH2:34]1, predict the reaction product. The product is: [C:25]([O:24][C:23]([NH:22][C:17]12[CH2:18][CH2:19][C:14]([CH2:13][CH2:12][C:11]3[C:2]([F:1])=[CH:3][N:4]=[C:5]4[C:10]=3[N:9]=[C:8]([O:30][CH2:32][C:33]3([C:36]([O:38][CH3:39])=[O:37])[CH2:35][CH2:34]3)[CH:7]=[CH:6]4)([CH2:21][CH2:20]1)[O:15][CH2:16]2)=[O:29])([CH3:27])([CH3:26])[CH3:28]. (5) Given the reactants [CH2:1]([N:3]1[C:7](=[O:8])[N:6]([CH2:9][C:10]([O:12]CC)=[O:11])[N:5]=[C:4]1[C:15]1[CH:20]=[CH:19][C:18]([O:21][CH3:22])=[CH:17][CH:16]=1)[CH3:2].[OH-].[K+].Cl, predict the reaction product. The product is: [CH2:1]([N:3]1[C:7](=[O:8])[N:6]([CH2:9][C:10]([OH:12])=[O:11])[N:5]=[C:4]1[C:15]1[CH:16]=[CH:17][C:18]([O:21][CH3:22])=[CH:19][CH:20]=1)[CH3:2].